This data is from Catalyst prediction with 721,799 reactions and 888 catalyst types from USPTO. The task is: Predict which catalyst facilitates the given reaction. (1) Reactant: [Br:1][C:2]1[CH:3]=[CH:4][C:5]2[O:9][C:8]3[CH:10]=[C:11]([S:14](Cl)(=[O:16])=[O:15])[CH:12]=[CH:13][C:7]=3[C:6]=2[CH:18]=1.Cl.[NH2:20][C@@H:21]([CH:26]([CH3:28])[CH3:27])[C:22]([O:24][CH3:25])=[O:23].C(N(CC)C(C)C)(C)C. Product: [Br:1][C:2]1[CH:3]=[CH:4][C:5]2[O:9][C:8]3[CH:10]=[C:11]([S:14]([NH:20][C@@H:21]([CH:26]([CH3:28])[CH3:27])[C:22]([O:24][CH3:25])=[O:23])(=[O:16])=[O:15])[CH:12]=[CH:13][C:7]=3[C:6]=2[CH:18]=1. The catalyst class is: 2. (2) Reactant: [CH:1]1([C:7]2[N:12]3[N:13]=[CH:14][C:15]([C:16]#[N:17])=[C:11]3[N:10]=[CH:9][C:8]=2[C:18]2[CH:23]=[CH:22][C:21]([OH:24])=[CH:20][CH:19]=2)[CH2:6][CH2:5][CH2:4][CH2:3][CH2:2]1.[CH3:25][C:26]1[S:27][C:28]([CH2:32]O)=[C:29]([CH3:31])[N:30]=1.C1(P(C2C=CC=CC=2)C2C=CC=CC=2)C=CC=CC=1.N(C(OC(C)C)=O)=NC(OC(C)C)=O. Product: [CH:1]1([C:7]2[N:12]3[N:13]=[CH:14][C:15]([C:16]#[N:17])=[C:11]3[N:10]=[CH:9][C:8]=2[C:18]2[CH:19]=[CH:20][C:21]([O:24][CH2:32][C:28]3[S:27][C:26]([CH3:25])=[N:30][C:29]=3[CH3:31])=[CH:22][CH:23]=2)[CH2:2][CH2:3][CH2:4][CH2:5][CH2:6]1. The catalyst class is: 7.